Task: Predict the reactants needed to synthesize the given product.. Dataset: Full USPTO retrosynthesis dataset with 1.9M reactions from patents (1976-2016) (1) The reactants are: [CH2:1]([S:3](Cl)(=[O:5])=[O:4])[CH3:2].[NH2:7][C:8]1[CH:9]=[C:10]([CH:20]=[CH:21][C:22]=1[O:23][CH3:24])[C:11]([NH:13][C:14]1[CH:19]=[CH:18][CH:17]=[CH:16][CH:15]=1)=[O:12]. Given the product [CH2:1]([S:3]([NH:7][C:8]1[CH:9]=[C:10]([CH:20]=[CH:21][C:22]=1[O:23][CH3:24])[C:11]([NH:13][C:14]1[CH:19]=[CH:18][CH:17]=[CH:16][CH:15]=1)=[O:12])(=[O:5])=[O:4])[CH3:2], predict the reactants needed to synthesize it. (2) Given the product [CH3:40][N:41]([CH3:42])[CH2:3][CH:2]([OH:1])[CH2:4][CH:5]1[CH2:6][CH2:7][N:8]([C:11]2[CH:20]=[C:19]([C:21]([NH:23][CH2:24][C@H:25]3[CH2:26][CH2:27][C@H:28]([CH2:31][NH:32][C:33](=[O:39])[O:34][C:35]([CH3:38])([CH3:36])[CH3:37])[CH2:29][CH2:30]3)=[O:22])[C:18]3[C:13](=[CH:14][CH:15]=[CH:16][CH:17]=3)[N:12]=2)[CH2:9][CH2:10]1, predict the reactants needed to synthesize it. The reactants are: [O:1]1[CH2:3][CH:2]1[CH2:4][CH:5]1[CH2:10][CH2:9][N:8]([C:11]2[CH:20]=[C:19]([C:21]([NH:23][CH2:24][C@H:25]3[CH2:30][CH2:29][C@H:28]([CH2:31][NH:32][C:33](=[O:39])[O:34][C:35]([CH3:38])([CH3:37])[CH3:36])[CH2:27][CH2:26]3)=[O:22])[C:18]3[C:13](=[CH:14][CH:15]=[CH:16][CH:17]=3)[N:12]=2)[CH2:7][CH2:6]1.[CH3:40][NH:41][CH3:42]. (3) Given the product [OH:33][CH2:32][C:29]1[N:30]=[CH:31][C:26]([NH:25][C:2]2[N:3]=[C:4]3[C:10]([C:11](=[O:16])[C:12]([CH3:15])([CH3:14])[CH3:13])=[CH:9][N:8]([CH2:17][O:18][CH2:19][CH2:20][Si:21]([CH3:24])([CH3:23])[CH3:22])[C:5]3=[N:6][CH:7]=2)=[CH:27][CH:28]=1, predict the reactants needed to synthesize it. The reactants are: Br[C:2]1[N:3]=[C:4]2[C:10]([C:11](=[O:16])[C:12]([CH3:15])([CH3:14])[CH3:13])=[CH:9][N:8]([CH2:17][O:18][CH2:19][CH2:20][Si:21]([CH3:24])([CH3:23])[CH3:22])[C:5]2=[N:6][CH:7]=1.[NH2:25][C:26]1[CH:27]=[CH:28][C:29]([CH2:32][OH:33])=[N:30][CH:31]=1.CC([O-])(C)C.[Na+].C1C=CC(P(C2C(C3C(P(C4C=CC=CC=4)C4C=CC=CC=4)=CC=C4C=3C=CC=C4)=C3C(C=CC=C3)=CC=2)C2C=CC=CC=2)=CC=1. (4) Given the product [Cl:10][C:4]1[N:3]=[C:2]([NH2:1])[C:7]([C:8]2[NH:13][N:12]=[N:11][N:9]=2)=[CH:6][N:5]=1, predict the reactants needed to synthesize it. The reactants are: [NH2:1][C:2]1[C:7]([C:8]#[N:9])=[CH:6][N:5]=[C:4]([Cl:10])[N:3]=1.[N-:11]=[N+:12]=[N-:13].[Na+].Cl.C(N(CC)CC)C.C1(C)C=CC=CC=1. (5) Given the product [Cl:1][C:2]1[CH:10]=[C:9]([C:11](=[N+:37]=[N-:38])[C:12]([O:14][CH3:15])=[O:13])[C:8]2[C:4](=[CH:5][N:6]([CH2:16][O:17][CH2:18][CH2:19][Si:20]([CH3:21])([CH3:23])[CH3:22])[N:7]=2)[CH:3]=1, predict the reactants needed to synthesize it. The reactants are: [Cl:1][C:2]1[CH:10]=[C:9]([CH2:11][C:12]([O:14][CH3:15])=[O:13])[C:8]2[C:4](=[CH:5][N:6]([CH2:16][O:17][CH2:18][CH2:19][Si:20]([CH3:23])([CH3:22])[CH3:21])[N:7]=2)[CH:3]=1.C(NC1C=CC(S([N:37]=[N+:38]=[N-])(=O)=O)=CC=1)(=O)C.N12CCCN=C1CCCCC2. (6) Given the product [Br:1][CH2:2][C:3]([NH:5][C:6]1[CH:11]=[CH:10][CH:9]=[CH:8][C:7]=1[As:12]([OH:14])[OH:13])=[O:4], predict the reactants needed to synthesize it. The reactants are: [Br:1][CH2:2][C:3]([NH:5][C:6]1[CH:11]=[CH:10][CH:9]=[CH:8][C:7]=1[As:12](O)(=[O:14])[OH:13])=[O:4].[Na+].[I-]. (7) Given the product [CH2:1]([O:3][C:4](=[O:28])[CH2:5][O:6][C:7]1[CH:12]=[CH:11][C:10]([S:13][C:14]2[CH:15]=[C:16]([C:31]#[C:30][CH2:29][N:32]3[CH2:37][CH2:36][O:35][CH2:34][CH2:33]3)[CH:17]=[C:18]([O:20][CH:21]3[CH2:25][CH2:24][CH2:23][CH2:22]3)[CH:19]=2)=[CH:9][C:8]=1[CH3:27])[CH3:2], predict the reactants needed to synthesize it. The reactants are: [CH2:1]([O:3][C:4](=[O:28])[CH2:5][O:6][C:7]1[CH:12]=[CH:11][C:10]([S:13][C:14]2[CH:19]=[C:18]([O:20][CH:21]3[CH2:25][CH2:24][CH2:23][CH2:22]3)[CH:17]=[C:16](Br)[CH:15]=2)=[CH:9][C:8]=1[CH3:27])[CH3:2].[CH2:29]([N:32]1[CH2:37][CH2:36][O:35][CH2:34][CH2:33]1)[C:30]#[CH:31].C(OC(=O)COC1C=CC(SC2C=C(C#CC3C=CC(CO)=CC=3)C=C(OCCC3C=CC(Cl)=CC=3)C=2)=CC=1C)C.